This data is from Catalyst prediction with 721,799 reactions and 888 catalyst types from USPTO. The task is: Predict which catalyst facilitates the given reaction. (1) Reactant: C([O:5][C:6](=[O:25])[CH2:7][CH2:8][C:9]([C:22](=[O:24])[CH3:23])([C:19](=[O:21])[CH3:20])[CH2:10][CH2:11][C:12]([O:14]C(C)(C)C)=[O:13])(C)(C)C.Cl. Product: [C:22]([C:9]([C:19](=[O:21])[CH3:20])([CH2:10][CH2:11][C:12]([OH:14])=[O:13])[CH2:8][CH2:7][C:6]([OH:25])=[O:5])(=[O:24])[CH3:23]. The catalyst class is: 371. (2) Reactant: [C:1]1([NH:7][C:8]2[CH:13]=[C:12]([CH3:14])[N:11]=[C:10]([NH2:15])[N:9]=2)[CH:6]=[CH:5][CH:4]=[CH:3][CH:2]=1.[CH3:16][S:17]([O:20]C)(=[O:19])=[O:18]. Product: [CH3:16][S:17]([O-:20])(=[O:19])=[O:18].[C:1]1([NH:7][C:8]2[CH:13]=[C:12]([CH3:14])[N+:11]([CH3:16])=[C:10]([NH2:15])[N:9]=2)[CH:2]=[CH:3][CH:4]=[CH:5][CH:6]=1. The catalyst class is: 8. (3) Reactant: [F:1][C:2]1[CH:3]=[C:4]([CH:12]=[CH:13][CH:14]=1)[O:5][CH:6]1[CH2:11][CH2:10][CH2:9][CH2:8][O:7]1.[Li][CH2:16]CCC.CI. Product: [F:1][C:2]1[C:3]([CH3:16])=[C:4]([CH:12]=[CH:13][CH:14]=1)[O:5][CH:6]1[CH2:11][CH2:10][CH2:9][CH2:8][O:7]1. The catalyst class is: 1. (4) Reactant: C(O)(=O)C(O)=O.[F:7][C:8]1[CH:13]=[CH:12][C:11]([CH:14]2[O:19][CH2:18][CH2:17][NH:16][CH2:15]2)=[CH:10][CH:9]=1.C(N(CC)CC)C.[F:27][C:28]([F:33])([F:32])[C@@H:29]1[CH2:31][O:30]1. The catalyst class is: 10. Product: [F:27][C:28]([F:33])([F:32])[C@@H:29]([OH:30])[CH2:31][N:16]1[CH2:17][CH2:18][O:19][CH:14]([C:11]2[CH:10]=[CH:9][C:8]([F:7])=[CH:13][CH:12]=2)[CH2:15]1. (5) Reactant: C([O:3][C:4](=O)[NH:5][CH2:6][CH2:7][C:8]1[CH:13]=[CH:12][C:11]([Br:14])=[CH:10][CH:9]=1)C.O=P12OP3(OP(OP(O3)(O1)=O)(=O)O2)=O. Product: [Br:14][C:11]1[CH:12]=[C:13]2[C:8]([CH2:7][CH2:6][NH:5][C:4]2=[O:3])=[CH:9][CH:10]=1. The catalyst class is: 265. (6) Reactant: Br[C:2]1[C:3]([C:18]2[CH:23]=[CH:22][CH:21]=[CH:20][CH:19]=2)=[CH:4][C:5]2[N:10]([CH2:11][C:12]([F:15])([F:14])[F:13])[C:9](=[O:16])[CH2:8][O:7][C:6]=2[N:17]=1.CC1(C)C(C)(C)OB([C:32]2[CH:46]=[CH:45][C:35]([CH2:36][NH:37][C:38](=[O:44])[O:39][C:40]([CH3:43])([CH3:42])[CH3:41])=[CH:34][CH:33]=2)O1.C(=O)([O-])[O-].[Cs+].[Cs+]. Product: [O:16]=[C:9]1[CH2:8][O:7][C:6]2[N:17]=[C:2]([C:32]3[CH:46]=[CH:45][C:35]([CH2:36][NH:37][C:38](=[O:44])[O:39][C:40]([CH3:41])([CH3:42])[CH3:43])=[CH:34][CH:33]=3)[C:3]([C:18]3[CH:23]=[CH:22][CH:21]=[CH:20][CH:19]=3)=[CH:4][C:5]=2[N:10]1[CH2:11][C:12]([F:15])([F:14])[F:13]. The catalyst class is: 38. (7) Reactant: [CH2:1]([N:5]1[C:13]2[N:12]=[C:11]([Cl:14])[NH:10][C:9]=2[C:8](=[O:15])[N:7]([CH2:16][CH2:17][CH2:18][CH2:19][C:20]([O:22]CC)=O)[C:6]1=[O:25])[CH2:2][CH2:3][CH3:4].O[NH:27][C:28]([C:30]1[CH:35]=[CH:34][CH:33]=[CH:32][N:31]=1)=[NH:29].[O-]CC.[Na+]. Product: [CH2:1]([N:5]1[C:13]2[N:12]=[C:11]([Cl:14])[NH:10][C:9]=2[C:8](=[O:15])[N:7]([CH2:16][CH2:17][CH2:18][CH2:19][C:20]2[O:22][N:29]=[C:28]([C:30]3[CH:35]=[CH:34][CH:33]=[CH:32][N:31]=3)[N:27]=2)[C:6]1=[O:25])[CH2:2][CH2:3][CH3:4]. The catalyst class is: 14.